Dataset: Forward reaction prediction with 1.9M reactions from USPTO patents (1976-2016). Task: Predict the product of the given reaction. Given the reactants [Cl:1][C:2]1[CH:7]=[CH:6][C:5]([C:8]2[N:12]([C:13]3[CH:18]=[CH:17][C:16]([Cl:19])=[CH:15][C:14]=3[Cl:20])[N:11]=[C:10]([C:21](Cl)=[O:22])[C:9]=2[CH3:24])=[CH:4][CH:3]=1.[CH3:25][C:26]([CH3:31])([CH3:30])[C:27]([NH2:29])=[O:28].C[Si]([N-][Si](C)(C)C)(C)C.[Li+], predict the reaction product. The product is: [CH3:25][C:26]([CH3:31])([CH3:30])[C:27]([NH:29][C:21]([C:10]1[C:9]([CH3:24])=[C:8]([C:5]2[CH:4]=[CH:3][C:2]([Cl:1])=[CH:7][CH:6]=2)[N:12]([C:13]2[CH:18]=[CH:17][C:16]([Cl:19])=[CH:15][C:14]=2[Cl:20])[N:11]=1)=[O:22])=[O:28].